This data is from Catalyst prediction with 721,799 reactions and 888 catalyst types from USPTO. The task is: Predict which catalyst facilitates the given reaction. (1) Reactant: [CH:1]1([C:4]2[C:5]([O:18][C@@H:19]3[CH2:24][C:23]([F:26])([F:25])[C:22](=O)[N:21]([CH2:28][C:29]4[CH:34]=[CH:33][C:32]([O:35][CH3:36])=[CH:31][CH:30]=4)[CH2:20]3)=[CH:6][C:7]([F:17])=[C:8]([CH:16]=2)[C:9]([O:11][C:12]([CH3:15])([CH3:14])[CH3:13])=[O:10])[CH2:3][CH2:2]1.B. Product: [CH:1]1([C:4]2[C:5]([O:18][C@@H:19]3[CH2:24][C:23]([F:25])([F:26])[CH2:22][N:21]([CH2:28][C:29]4[CH:30]=[CH:31][C:32]([O:35][CH3:36])=[CH:33][CH:34]=4)[CH2:20]3)=[CH:6][C:7]([F:17])=[C:8]([CH:16]=2)[C:9]([O:11][C:12]([CH3:15])([CH3:14])[CH3:13])=[O:10])[CH2:3][CH2:2]1. The catalyst class is: 7. (2) Reactant: Cl[C:2]1[N:7]=[C:6]([NH:8][CH:9]([C:11]2[C:16]([F:17])=[CH:15][C:14]([F:18])=[CH:13][N:12]=2)[CH3:10])[N:5]=[C:4]([NH:19][C:20]2[N:21]=[CH:22][N:23]([CH3:25])[CH:24]=2)[N:3]=1.[NH:26]1[CH2:31][CH2:30][O:29][CH2:28][CH2:27]1.CO. Product: [F:17][C:16]1[C:11]([CH:9]([NH:8][C:6]2[N:5]=[C:4]([NH:19][C:20]3[N:21]=[CH:22][N:23]([CH3:25])[CH:24]=3)[N:3]=[C:2]([N:26]3[CH2:31][CH2:30][O:29][CH2:28][CH2:27]3)[N:7]=2)[CH3:10])=[N:12][CH:13]=[C:14]([F:18])[CH:15]=1. The catalyst class is: 8.